From a dataset of Reaction yield outcomes from USPTO patents with 853,638 reactions. Predict the reaction yield, written as a fraction of the theoretical maximum amount of product (1.0 means a 100% yield; for example, 0.34 means a 34% yield). (1) The reactants are [CH2:1]([O:8][C@@H:9]1[CH2:12][C@H:11]([NH2:13])[CH2:10]1)[C:2]1[CH:7]=[CH:6][CH:5]=[CH:4][CH:3]=1.C(O)(=O)C.C([BH3-])#N.[Na+].O1CCCC1.O=[CH:28][CH2:29][N:30]([CH2:38][CH:39]=O)[C:31](=[O:37])[O:32][C:33]([CH3:36])([CH3:35])[CH3:34]. The catalyst is C(OCC)(=O)C.CO. The product is [CH2:1]([O:8][C@@H:9]1[CH2:12][C@H:11]([N:13]2[CH2:39][CH2:38][N:30]([C:31]([O:32][C:33]([CH3:35])([CH3:34])[CH3:36])=[O:37])[CH2:29][CH2:28]2)[CH2:10]1)[C:2]1[CH:7]=[CH:6][CH:5]=[CH:4][CH:3]=1. The yield is 0.610. (2) The yield is 0.100. The reactants are [CH3:1][O:2][C:3]1[CH:4]=[C:5]2[C:10](=[CH:11][C:12]=1[CH3:13])[C:9](=O)[CH2:8][CH2:7][C:6]2([CH3:16])[CH3:15].[C:17]([Mg]Cl)([CH3:20])([CH3:19])[CH3:18]. No catalyst specified. The product is [C:17]([C:9]1[C:10]2[C:5](=[CH:4][C:3]([O:2][CH3:1])=[C:12]([CH3:13])[CH:11]=2)[C:6]([CH3:16])([CH3:15])[CH2:7][CH:8]=1)([CH3:20])([CH3:19])[CH3:18]. (3) The reactants are C[C@@:2]1([O:10][CH2:9][C@H:8]([N:11]([CH2:19][C:20]2[CH:25]=[CH:24][CH:23]=[CH:22][CH:21]=2)[CH2:12][C:13]2[CH:18]=[CH:17][CH:16]=[CH:15][CH:14]=2)[CH2:7][CH2:6]1)[C:3]([OH:5])=[O:4].[CH2:12]([N:11]([CH2:19][C:20]1[CH:21]=[CH:22][CH:23]=[CH:24][CH:25]=1)[C@H:8]1[CH2:9][O:10][C@H:2]([C:3]([O:5]C)=[O:4])[CH2:6][CH2:7]1)[C:13]1[CH:14]=[CH:15][CH:16]=[CH:17][CH:18]=1.[OH-].[Na+]. The catalyst is CO. The product is [CH2:19]([N:11]([CH2:12][C:13]1[CH:14]=[CH:15][CH:16]=[CH:17][CH:18]=1)[C@H:8]1[CH2:9][O:10][C@H:2]([C:3]([OH:5])=[O:4])[CH2:6][CH2:7]1)[C:20]1[CH:25]=[CH:24][CH:23]=[CH:22][CH:21]=1. The yield is 1.00. (4) The reactants are Br[C:2]1[S:3][CH:4]=[C:5]([Br:7])[N:6]=1.[N:8]1([C:14]([O:16][C:17]([CH3:20])([CH3:19])[CH3:18])=[O:15])[CH2:13][CH2:12][NH:11][CH2:10][CH2:9]1.C(N(CC)CC)C.CN(C)C=O. The catalyst is O. The product is [Br:7][C:5]1[N:6]=[C:2]([N:11]2[CH2:10][CH2:9][N:8]([C:14]([O:16][C:17]([CH3:20])([CH3:19])[CH3:18])=[O:15])[CH2:13][CH2:12]2)[S:3][CH:4]=1. The yield is 0.230. (5) The reactants are Cl[C:2]1[N:3]=[C:4]([NH:17][CH:18]2[CH2:21][CH2:20][CH2:19]2)[C:5]2[CH2:10][CH2:9][CH:8]([C:11]3[CH:16]=[CH:15][CH:14]=[CH:13][CH:12]=3)[C:6]=2[N:7]=1.[Cl:22][C:23]1[N:24]=[CH:25][N:26]([C:28]2[CH:34]=[CH:33][C:31]([NH2:32])=[CH:30][C:29]=2[O:35][CH3:36])[CH:27]=1.OS(O)(=O)=O.CCOC(C)=O. The catalyst is CN1C(=O)CCC1. The product is [Cl:22][C:23]1[N:24]=[CH:25][N:26]([C:28]2[CH:34]=[CH:33][C:31]([NH:32][C:2]3[N:3]=[C:4]([NH:17][CH:18]4[CH2:19][CH2:20][CH2:21]4)[C:5]4[CH2:10][CH2:9][CH:8]([C:11]5[CH:12]=[CH:13][CH:14]=[CH:15][CH:16]=5)[C:6]=4[N:7]=3)=[CH:30][C:29]=2[O:35][CH3:36])[CH:27]=1. The yield is 0.716. (6) The reactants are [F:1][C:2]1[CH:32]=[CH:31][C:5]2[N:6](C(NCC3CCN(CC4(O)CCOCC4)CC3)=O)[C:7](=[O:12])[N:8]([CH:9]([CH3:11])[CH3:10])[C:4]=2[CH:3]=1.C(N1C=CN=C1)(N1C=CN=C1)=O.C1COCC1. The catalyst is CO.[Pd]. The product is [F:1][C:2]1[CH:32]=[CH:31][C:5]2[NH:6][C:7](=[O:12])[N:8]([CH:9]([CH3:10])[CH3:11])[C:4]=2[CH:3]=1. The yield is 0.600.